The task is: Predict which catalyst facilitates the given reaction.. This data is from Catalyst prediction with 721,799 reactions and 888 catalyst types from USPTO. Reactant: [C:1]([C:3]([NH:6][C:7]([CH:9]([NH:14][C:15](=[O:24])[C:16]1[CH:21]=[CH:20][C:19]([CH2:22]Br)=[CH:18][CH:17]=1)[CH2:10][CH:11]([CH3:13])[CH3:12])=[O:8])([CH3:5])[CH3:4])#[N:2].[NH:25]1[CH:29]=[CH:28][N:27]=[CH:26]1.[Na]. Product: [C:1]([C:3]([NH:6][C:7]([CH:9]([NH:14][C:15](=[O:24])[C:16]1[CH:21]=[CH:20][C:19]([CH2:22][N:25]2[CH:29]=[CH:28][N:27]=[CH:26]2)=[CH:18][CH:17]=1)[CH2:10][CH:11]([CH3:13])[CH3:12])=[O:8])([CH3:5])[CH3:4])#[N:2]. The catalyst class is: 1.